This data is from NCI-60 drug combinations with 297,098 pairs across 59 cell lines. The task is: Regression. Given two drug SMILES strings and cell line genomic features, predict the synergy score measuring deviation from expected non-interaction effect. (1) Drug 1: CC1=CC2C(CCC3(C2CCC3(C(=O)C)OC(=O)C)C)C4(C1=CC(=O)CC4)C. Drug 2: C1CNP(=O)(OC1)N(CCCl)CCCl. Cell line: SK-MEL-2. Synergy scores: CSS=-8.38, Synergy_ZIP=1.09, Synergy_Bliss=-5.47, Synergy_Loewe=-7.80, Synergy_HSA=-8.00. (2) Drug 1: CN1CCC(CC1)COC2=C(C=C3C(=C2)N=CN=C3NC4=C(C=C(C=C4)Br)F)OC. Drug 2: N.N.Cl[Pt+2]Cl. Synergy scores: CSS=10.4, Synergy_ZIP=5.91, Synergy_Bliss=7.95, Synergy_Loewe=2.47, Synergy_HSA=7.03. Cell line: T-47D. (3) Drug 2: CCC1(C2=C(COC1=O)C(=O)N3CC4=CC5=C(C=CC(=C5CN(C)C)O)N=C4C3=C2)O.Cl. Cell line: NCI-H460. Synergy scores: CSS=19.7, Synergy_ZIP=-8.87, Synergy_Bliss=-6.15, Synergy_Loewe=-8.25, Synergy_HSA=-4.94. Drug 1: CC1C(C(CC(O1)OC2CC(CC3=C2C(=C4C(=C3O)C(=O)C5=C(C4=O)C(=CC=C5)OC)O)(C(=O)C)O)N)O.Cl. (4) Drug 1: C1=NC2=C(N=C(N=C2N1C3C(C(C(O3)CO)O)O)F)N. Drug 2: CC1=C(C(=O)C2=C(C1=O)N3CC4C(C3(C2COC(=O)N)OC)N4)N. Cell line: NCI-H322M. Synergy scores: CSS=9.25, Synergy_ZIP=-3.28, Synergy_Bliss=-2.00, Synergy_Loewe=-1.51, Synergy_HSA=-2.60. (5) Drug 1: C1C(C(OC1N2C=NC(=NC2=O)N)CO)O. Drug 2: CC1C(C(CC(O1)OC2CC(CC3=C2C(=C4C(=C3O)C(=O)C5=CC=CC=C5C4=O)O)(C(=O)C)O)N)O. Cell line: ACHN. Synergy scores: CSS=55.6, Synergy_ZIP=-3.48, Synergy_Bliss=-2.08, Synergy_Loewe=-11.7, Synergy_HSA=1.89. (6) Drug 1: CC(CN1CC(=O)NC(=O)C1)N2CC(=O)NC(=O)C2. Drug 2: C(CN)CNCCSP(=O)(O)O. Cell line: PC-3. Synergy scores: CSS=16.2, Synergy_ZIP=-0.946, Synergy_Bliss=3.41, Synergy_Loewe=-4.14, Synergy_HSA=2.81. (7) Drug 1: COC1=C(C=C2C(=C1)N=CN=C2NC3=CC(=C(C=C3)F)Cl)OCCCN4CCOCC4. Drug 2: C1C(C(OC1N2C=NC3=C(N=C(N=C32)Cl)N)CO)O. Cell line: RPMI-8226. Synergy scores: CSS=20.5, Synergy_ZIP=8.12, Synergy_Bliss=9.20, Synergy_Loewe=1.96, Synergy_HSA=1.93. (8) Drug 1: CCC1(C2=C(COC1=O)C(=O)N3CC4=CC5=C(C=CC(=C5CN(C)C)O)N=C4C3=C2)O.Cl. Drug 2: B(C(CC(C)C)NC(=O)C(CC1=CC=CC=C1)NC(=O)C2=NC=CN=C2)(O)O. Cell line: COLO 205. Synergy scores: CSS=52.0, Synergy_ZIP=-8.38, Synergy_Bliss=-10.5, Synergy_Loewe=-5.35, Synergy_HSA=-3.02. (9) Drug 1: CN1CCC(CC1)COC2=C(C=C3C(=C2)N=CN=C3NC4=C(C=C(C=C4)Br)F)OC. Drug 2: C1=NC2=C(N1)C(=S)N=C(N2)N. Cell line: UACC-257. Synergy scores: CSS=14.5, Synergy_ZIP=-9.56, Synergy_Bliss=-4.79, Synergy_Loewe=-12.8, Synergy_HSA=-4.48.